This data is from Forward reaction prediction with 1.9M reactions from USPTO patents (1976-2016). The task is: Predict the product of the given reaction. Given the reactants C([O:8][C:9]1[C:14]([O:15][CH3:16])=[CH:13][C:12]([CH2:17][C:18]([C:20]2[CH:21]=[C:22]3[C:27](=[CH:28][CH:29]=2)[O:26][C:25]([CH3:31])([CH3:30])[CH:24]=[CH:23]3)=[O:19])=[CH:11][C:10]=1[O:32][CH3:33])C1C=CC=CC=1, predict the reaction product. The product is: [CH3:30][C:25]1([CH3:31])[CH2:24][CH2:23][C:22]2[C:27](=[CH:28][CH:29]=[C:20]([C:18](=[O:19])[CH2:17][C:12]3[CH:13]=[C:14]([O:15][CH3:16])[C:9]([OH:8])=[C:10]([O:32][CH3:33])[CH:11]=3)[CH:21]=2)[O:26]1.